From a dataset of Full USPTO retrosynthesis dataset with 1.9M reactions from patents (1976-2016). Predict the reactants needed to synthesize the given product. (1) Given the product [C:58]([O:57][C@@H:53]1[C@@H:52]([O:61][C:62](=[O:63])[CH3:64])[C@@H:51]([O:65][C:66](=[O:67])[CH3:68])[C@@H:50]([CH2:49][O:48][C:46](=[O:47])[CH3:45])[O:55][C@H:54]1[O:41][C:34]1[C:33]([CH2:32][C:29]2[CH:30]=[CH:31][C:26]([O:25][CH2:24][CH2:23][NH:22][C:20](=[O:21])[C:19]([C:17]([N:14]3[CH2:13][CH2:12][N:11]([C:9]([O:8][CH2:1][C:2]4[CH:7]=[CH:6][CH:5]=[CH:4][CH:3]=4)=[O:10])[CH2:16][CH2:15]3)=[O:18])([CH3:44])[CH3:43])=[CH:27][C:28]=2[CH3:42])=[C:37]([CH:38]([CH3:39])[CH3:40])[NH:36][N:35]=1)(=[O:59])[CH3:60], predict the reactants needed to synthesize it. The reactants are: [CH2:1]([O:8][C:9]([N:11]1[CH2:16][CH2:15][N:14]([C:17]([C:19]([CH3:44])([CH3:43])[C:20]([NH:22][CH2:23][CH2:24][O:25][C:26]2[CH:31]=[CH:30][C:29]([CH2:32][C:33]3[C:34](=[O:41])[NH:35][NH:36][C:37]=3[CH:38]([CH3:40])[CH3:39])=[C:28]([CH3:42])[CH:27]=2)=[O:21])=[O:18])[CH2:13][CH2:12]1)=[O:10])[C:2]1[CH:7]=[CH:6][CH:5]=[CH:4][CH:3]=1.[CH3:45][C:46]([O:48][CH2:49][C@H:50]1[O:55][C@H:54](Br)[C@H:53]([O:57][C:58]([CH3:60])=[O:59])[C@@H:52]([O:61][C:62]([CH3:64])=[O:63])[C@H:51]1[O:65][C:66]([CH3:68])=[O:67])=[O:47].CC(OC[C@H]1O[C@H](Br)[C@H](OC(C)=O)[C@@H](OC(C)=O)[C@@H]1OC(C)=O)=O. (2) Given the product [C:43]([OH:49])([C:45]([F:48])([F:47])[F:46])=[O:44].[F:46][C:45]([F:48])([F:47])[C:43]([OH:49])=[O:44].[NH2:35][CH2:34][CH2:33][NH:32][S:29]([C:26]1[CH:27]=[CH:28][C:23]([C:20]2[CH:19]=[CH:18][C:17]([O:16][CH2:15][CH:12]3[CH2:11][CH2:10][N:9]([C:7]4[O:6][N:5]=[C:4]([CH:2]([CH3:3])[CH3:1])[N:8]=4)[CH2:14][CH2:13]3)=[CH:22][CH:21]=2)=[CH:24][CH:25]=1)(=[O:30])=[O:31], predict the reactants needed to synthesize it. The reactants are: [CH3:1][CH:2]([C:4]1[N:8]=[C:7]([N:9]2[CH2:14][CH2:13][CH:12]([CH2:15][O:16][C:17]3[CH:22]=[CH:21][C:20]([C:23]4[CH:28]=[CH:27][C:26]([S:29]([NH:32][CH2:33][CH2:34][NH:35]C(=O)OC(C)(C)C)(=[O:31])=[O:30])=[CH:25][CH:24]=4)=[CH:19][CH:18]=3)[CH2:11][CH2:10]2)[O:6][N:5]=1)[CH3:3].[C:43]([OH:49])([C:45]([F:48])([F:47])[F:46])=[O:44]. (3) Given the product [CH2:26]([O:28][C:29](=[O:48])[CH2:30][C:31]1[CH:32]=[C:33]([C:2]2[CH:21]=[CH:20][C:19]([C:22]([F:25])([F:24])[F:23])=[CH:18][C:3]=2[CH2:4][O:5][C:6](=[O:17])[N:7]([CH2:10][C:11]2[CH:16]=[CH:15][CH:14]=[CH:13][CH:12]=2)[CH2:8][CH3:9])[C:34]([O:37][CH3:38])=[CH:35][CH:36]=1)[CH3:27], predict the reactants needed to synthesize it. The reactants are: Br[C:2]1[CH:21]=[CH:20][C:19]([C:22]([F:25])([F:24])[F:23])=[CH:18][C:3]=1[CH2:4][O:5][C:6](=[O:17])[N:7]([CH2:10][C:11]1[CH:16]=[CH:15][CH:14]=[CH:13][CH:12]=1)[CH2:8][CH3:9].[CH2:26]([O:28][C:29](=[O:48])[CH2:30][C:31]1[CH:36]=[CH:35][C:34]([O:37][CH3:38])=[C:33](B2OC(C)(C)C(C)(C)O2)[CH:32]=1)[CH3:27].C(=O)([O-])[O-].[K+].[K+].COCCOC. (4) Given the product [S:9]1[C:13]2[CH:14]=[C:15]([CH2:18][S:23][C:22]3[N:21]=[CH:20][N:26]=[C:25]4[C:24]=3[N:29]=[CH:28][N:27]4[C@@H:30]3[O:34][C@H:33]([CH2:35][OH:36])[C@@H:32]([OH:37])[C@H:31]3[OH:38])[CH:16]=[CH:17][C:12]=2[N:11]=[CH:10]1, predict the reactants needed to synthesize it. The reactants are: [I-].C(C[P+](C)(C)C)#N.[S:9]1[C:13]2[CH:14]=[C:15]([CH2:18]O)[CH:16]=[CH:17][C:12]=2[N:11]=[CH:10]1.[CH:20]1[NH:26][C:25]2[N:27]([C@@H:30]3[O:34][C@H:33]([CH2:35][OH:36])[C@@H:32]([OH:37])[C@H:31]3[OH:38])[CH:28]=[N:29][C:24]=2[C:22](=[S:23])[N:21]=1.CCN(C(C)C)C(C)C.